Task: Predict the reaction yield, written as a fraction of the theoretical maximum amount of product (1.0 means a 100% yield; for example, 0.34 means a 34% yield).. Dataset: Reaction yield outcomes from USPTO patents with 853,638 reactions (1) The reactants are [CH3:1][CH2:2][O:3][C:4]([CH2:6][CH2:7][N:8]1[C:13]([CH3:14])=[CH:12][N:11]=[C:10](O)[C:9]1=[O:16])=[O:5].P(Br)(Br)([Br:19])=O.N#N.[OH-].[NH4+]. The catalyst is ClCCl.C(Cl)(Cl)Cl.O. The product is [CH3:1][CH2:2][O:3][C:4]([CH2:6][CH2:7][N:8]1[C:13]([CH3:14])=[CH:12][N:11]=[C:10]([Br:19])[C:9]1=[O:16])=[O:5]. The yield is 0.800. (2) The reactants are [OH:1]O.[OH-].[Na+].[CH2:5]([S:7]([N:10]1[CH2:15][CH2:14][CH:13]([C:16]2[C:24]3[C:19](=[C:20]([C:34]([NH2:36])=[O:35])[CH:21]=[C:22](B4OC(C)(C)C(C)(C)O4)[CH:23]=3)[NH:18][CH:17]=2)[CH2:12][CH2:11]1)(=[O:9])=[O:8])[CH3:6]. The catalyst is COCCOC. The product is [CH2:5]([S:7]([N:10]1[CH2:15][CH2:14][CH:13]([C:16]2[C:24]3[C:19](=[C:20]([C:34]([NH2:36])=[O:35])[CH:21]=[C:22]([OH:1])[CH:23]=3)[NH:18][CH:17]=2)[CH2:12][CH2:11]1)(=[O:9])=[O:8])[CH3:6]. The yield is 0.432. (3) The reactants are I[C:2]1[CH:3]=[C:4]2[C:8](=[CH:9][CH:10]=1)[NH:7][CH:6]=[CH:5]2.I[C:12]1[CH:13]=[C:14]2[C:18](=[CH:19][CH:20]=1)[CH2:17]N(C(C1C=CC=CC=1)(C1C=CC=CC=1)C1C=CC=CC=1)[CH2:15]2. No catalyst specified. The product is [C:15]([C:2]1[CH:3]=[C:4]2[C:8](=[CH:9][CH:10]=1)[NH:7][CH:6]=[CH:5]2)#[C:14][CH2:13][CH2:12][CH2:20][CH2:19][CH2:18][CH3:17]. The yield is 0.360. (4) The reactants are [CH3:1][N:2]1[C:10]2[C:5](=[CH:6][CH:7]=[CH:8][C:9]=2[CH3:11])[CH:4]=[CH:3]1.CN(CCN(C)C)C.C([Li])CCC.CN([CH:28]=[O:29])C.[NH4+].[Cl-]. The catalyst is C(OCC)C. The product is [CH3:1][N:2]1[C:10]2[C:5](=[CH:6][CH:7]=[CH:8][C:9]=2[CH3:11])[CH:4]=[C:3]1[CH:28]=[O:29]. The yield is 0.460.